This data is from Forward reaction prediction with 1.9M reactions from USPTO patents (1976-2016). The task is: Predict the product of the given reaction. Given the reactants ClC1C=C(C(C2CCN(C(OC(C)(C)C)=O)CC2)C)C=C(Cl)C=1.[Cl:24][C:25]1[CH:26]=[C:27]([CH:42]=[C:43]([O:45][C:46]([F:49])([F:48])[F:47])[CH:44]=1)[O:28][CH:29]1[CH2:34][CH2:33][N:32](C(OC(C)(C)C)=O)[CH2:31][CH2:30]1, predict the reaction product. The product is: [Cl:24][C:25]1[CH:26]=[C:27]([CH:42]=[C:43]([O:45][C:46]([F:48])([F:47])[F:49])[CH:44]=1)[O:28][CH:29]1[CH2:30][CH2:31][NH:32][CH2:33][CH2:34]1.